This data is from NCI-60 drug combinations with 297,098 pairs across 59 cell lines. The task is: Regression. Given two drug SMILES strings and cell line genomic features, predict the synergy score measuring deviation from expected non-interaction effect. (1) Drug 1: CC1=C2C(C(=O)C3(C(CC4C(C3C(C(C2(C)C)(CC1OC(=O)C(C(C5=CC=CC=C5)NC(=O)OC(C)(C)C)O)O)OC(=O)C6=CC=CC=C6)(CO4)OC(=O)C)OC)C)OC. Drug 2: CS(=O)(=O)C1=CC(=C(C=C1)C(=O)NC2=CC(=C(C=C2)Cl)C3=CC=CC=N3)Cl. Cell line: UO-31. Synergy scores: CSS=57.5, Synergy_ZIP=-0.225, Synergy_Bliss=0.730, Synergy_Loewe=-14.4, Synergy_HSA=5.34. (2) Drug 1: CC1C(C(CC(O1)OC2CC(CC3=C2C(=C4C(=C3O)C(=O)C5=C(C4=O)C(=CC=C5)OC)O)(C(=O)CO)O)N)O.Cl. Drug 2: CC1C(C(CC(O1)OC2CC(CC3=C2C(=C4C(=C3O)C(=O)C5=C(C4=O)C(=CC=C5)OC)O)(C(=O)C)O)N)O.Cl. Cell line: NCI/ADR-RES. Synergy scores: CSS=8.32, Synergy_ZIP=6.46, Synergy_Bliss=12.9, Synergy_Loewe=-5.70, Synergy_HSA=-2.73. (3) Drug 1: C1=NC2=C(N=C(N=C2N1C3C(C(C(O3)CO)O)F)Cl)N. Drug 2: CNC(=O)C1=NC=CC(=C1)OC2=CC=C(C=C2)NC(=O)NC3=CC(=C(C=C3)Cl)C(F)(F)F. Cell line: HT29. Synergy scores: CSS=-5.84, Synergy_ZIP=2.35, Synergy_Bliss=0.628, Synergy_Loewe=-5.71, Synergy_HSA=-5.74. (4) Drug 1: CC1=C(C(=CC=C1)Cl)NC(=O)C2=CN=C(S2)NC3=CC(=NC(=N3)C)N4CCN(CC4)CCO. Drug 2: CC12CCC3C(C1CCC2OP(=O)(O)O)CCC4=C3C=CC(=C4)OC(=O)N(CCCl)CCCl.[Na+]. Cell line: SF-295. Synergy scores: CSS=-2.51, Synergy_ZIP=1.03, Synergy_Bliss=0.184, Synergy_Loewe=-4.03, Synergy_HSA=-3.76. (5) Drug 1: CCC1=CC2CC(C3=C(CN(C2)C1)C4=CC=CC=C4N3)(C5=C(C=C6C(=C5)C78CCN9C7C(C=CC9)(C(C(C8N6C)(C(=O)OC)O)OC(=O)C)CC)OC)C(=O)OC.C(C(C(=O)O)O)(C(=O)O)O. Drug 2: C1CNP(=O)(OC1)N(CCCl)CCCl. Cell line: M14. Synergy scores: CSS=6.74, Synergy_ZIP=-0.445, Synergy_Bliss=-0.943, Synergy_Loewe=-49.1, Synergy_HSA=-1.28.